This data is from Full USPTO retrosynthesis dataset with 1.9M reactions from patents (1976-2016). The task is: Predict the reactants needed to synthesize the given product. Given the product [CH3:18][N:19]1[CH2:20][CH:1]([C:2]2[CH:3]=[CH:4][CH:5]=[CH:6][CH:7]=2)[C:8]2([C:16]3[C:11](=[CH:12][CH:13]=[CH:14][CH:15]=3)[NH:10][C:9]2=[O:17])[CH:27]1[CH:26]=[C:25]([CH3:29])[CH3:24], predict the reactants needed to synthesize it. The reactants are: [CH:1](=[C:8]1/[C:9](=[O:17])[NH:10][C:11]2[C:16]/1=[CH:15][CH:14]=[CH:13][CH:12]=2)\[C:2]1[CH:7]=[CH:6][CH:5]=[CH:4][CH:3]=1.[CH3:18][NH:19][CH2:20]C(O)=O.[CH3:24][C:25]([CH3:29])=[CH:26][CH:27]=O.